This data is from Catalyst prediction with 721,799 reactions and 888 catalyst types from USPTO. The task is: Predict which catalyst facilitates the given reaction. (1) Reactant: [CH3:1][O:2][CH2:3][CH2:4][O:5][C:6]1[CH:7]=[C:8]([CH:33]=[C:34]([O:36][CH2:37][CH2:38][O:39][CH3:40])[CH:35]=1)[CH2:9][N:10]1[C:18]2[C:13](=[CH:14][CH:15]=[CH:16][CH:17]=2)[C:12]([C:19]2[O:20][C:21]3[CH:27]=[CH:26][CH:25]=[CH:24][C:22]=3[CH:23]=2)=[C:11]1[C:28]([O:30]CC)=[O:29].[OH-].[Na+].Cl. Product: [O:20]1[C:21]2[CH:27]=[CH:26][CH:25]=[CH:24][C:22]=2[CH:23]=[C:19]1[C:12]1[C:13]2[C:18](=[CH:17][CH:16]=[CH:15][CH:14]=2)[N:10]([CH2:9][C:8]2[CH:33]=[C:34]([O:36][CH2:37][CH2:38][O:39][CH3:40])[CH:35]=[C:6]([O:5][CH2:4][CH2:3][O:2][CH3:1])[CH:7]=2)[C:11]=1[C:28]([OH:30])=[O:29]. The catalyst class is: 5. (2) Reactant: [F:1][C:2]1[CH:3]=[C:4]([CH2:9][C:10]([OH:12])=O)[CH:5]=[CH:6][C:7]=1[F:8].[CH3:13][O:14][C:15]1[CH:20]=[CH:19][C:18]([O:21][CH3:22])=[CH:17][CH:16]=1. Product: [F:1][C:2]1[CH:3]=[C:4]([CH2:9][C:10]([C:19]2[CH:20]=[C:15]([O:14][CH3:13])[CH:16]=[CH:17][C:18]=2[O:21][CH3:22])=[O:12])[CH:5]=[CH:6][C:7]=1[F:8]. The catalyst class is: 6. (3) Reactant: C(OC([N:8]1[CH2:13][CH2:12][CH:11]([NH:14][C:15]2[N:20]=[CH:19][CH:18]=[CH:17][N:16]=2)[CH2:10][CH2:9]1)=O)(C)(C)C.O.[ClH:22]. Product: [ClH:22].[N:16]1[CH:17]=[CH:18][CH:19]=[N:20][C:15]=1[NH:14][CH:11]1[CH2:12][CH2:13][NH:8][CH2:9][CH2:10]1. The catalyst class is: 12. (4) Reactant: [CH3:1][C@@:2]1([CH2:13][O:14][C:15]2[CH:20]=[CH:19][C:18]([N:21]3[CH2:26][CH2:25][N:24]([C:27](OC(C)(C)C)=O)[CH2:23][CH2:22]3)=[CH:17][CH:16]=2)[O:6][C:5]2=[N:7][C:8]([N+:10]([O-:12])=[O:11])=[CH:9][N:4]2[CH2:3]1.FC(F)(F)C(O)=O.[F:41][C:42]([F:53])([F:52])[O:43][C:44]1[CH:51]=[CH:50][C:47](C=O)=[CH:46][CH:45]=1.C(O[BH-](OC(=O)C)OC(=O)C)(=O)C.[Na+].C(=O)([O-])O.[Na+]. Product: [CH3:1][C@@:2]1([CH2:13][O:14][C:15]2[CH:20]=[CH:19][C:18]([N:21]3[CH2:26][CH2:25][N:24]([CH2:27][C:47]4[CH:46]=[CH:45][C:44]([O:43][C:42]([F:41])([F:52])[F:53])=[CH:51][CH:50]=4)[CH2:23][CH2:22]3)=[CH:17][CH:16]=2)[O:6][C:5]2=[N:7][C:8]([N+:10]([O-:12])=[O:11])=[CH:9][N:4]2[CH2:3]1. The catalyst class is: 2. (5) Reactant: Cl[C:2]1[N:7]=[C:6]([Cl:8])[C:5]([C:9]2[C:14]([F:15])=[CH:13][C:12]([F:16])=[CH:11][C:10]=2[F:17])=[C:4]([Cl:18])[N:3]=1.[NH:19]1[CH:23]=[CH:22][N:21]=[CH:20]1.C(=O)([O-])[O-].[K+].[K+]. Product: [Cl:18][C:4]1[C:5]([C:9]2[C:14]([F:15])=[CH:13][C:12]([F:16])=[CH:11][C:10]=2[F:17])=[C:6]([Cl:8])[N:7]=[C:2]([N:19]2[CH:23]=[CH:22][N:21]=[CH:20]2)[N:3]=1. The catalyst class is: 9. (6) Reactant: [O:1]([C:8]1[CH:13]=[CH:12][C:11]([C:14]2[C:25]([C:26]([NH2:28])=[O:27])=[C:17]3[NH:18][C:19]4[CH2:24][CH2:23][NH:22][CH2:21][C:20]=4[N:16]3[N:15]=2)=[CH:10][CH:9]=1)[C:2]1[CH:7]=[CH:6][CH:5]=[CH:4][CH:3]=1.C([O-])([O-])=O.[K+].[K+].Br[CH2:36][CH:37]=[CH:38][C:39]#[N:40]. Product: [C:39](/[CH:38]=[CH:37]/[CH2:36][N:22]1[CH2:23][CH2:24][C:19]2[NH:18][C:17]3[N:16]([N:15]=[C:14]([C:11]4[CH:10]=[CH:9][C:8]([O:1][C:2]5[CH:7]=[CH:6][CH:5]=[CH:4][CH:3]=5)=[CH:13][CH:12]=4)[C:25]=3[C:26]([NH2:28])=[O:27])[C:20]=2[CH2:21]1)#[N:40]. The catalyst class is: 21. (7) Reactant: [N+](C1C=CC(S([O-])(=O)=O)=CC=1)([O-])=O.[CH3:14][O:15][C:16]1[CH:25]=[C:24]2[C:19]([CH:20]=[CH:21][CH:22]=[C:23]2[CH2:26][CH2:27][N+:28]23CN4CN(CN(C4)C2)C3)=[CH:18][CH:17]=1.[ClH:38]. Product: [ClH:38].[CH3:14][O:15][C:16]1[CH:25]=[C:24]2[C:19]([CH:20]=[CH:21][CH:22]=[C:23]2[CH2:26][CH2:27][NH2:28])=[CH:18][CH:17]=1. The catalyst class is: 5.